The task is: Predict the product of the given reaction.. This data is from Forward reaction prediction with 1.9M reactions from USPTO patents (1976-2016). (1) Given the reactants [NH:1]1[CH2:6][CH:5]=[C:4]([C:7]2[C:15]3[C:10](=[CH:11][CH:12]=[C:13]([C:16]#[N:17])[CH:14]=3)[NH:9][CH:8]=2)[CH2:3][CH2:2]1.[CH3:18][O:19][C:20]1[C:25]2[O:26][C@H:27]([CH2:30]C3C=C(C)C=CC=3S([O-])(=O)=O)[CH2:28][O:29][C:24]=2[CH:23]=[CH:22][CH:21]=1, predict the reaction product. The product is: [CH3:18][O:19][C:20]1[C:25]2[O:26][CH:27]([CH2:30][N:1]3[CH2:2][CH:3]=[C:4]([C:7]4[C:15]5[C:10](=[CH:11][CH:12]=[C:13]([C:16]#[N:17])[CH:14]=5)[NH:9][CH:8]=4)[CH2:5][CH2:6]3)[CH2:28][O:29][C:24]=2[CH:23]=[CH:22][CH:21]=1. (2) Given the reactants [NH2:1][C:2]1[C:11]2[C:6](=[CH:7][CH:8]=[CH:9][CH:10]=2)[C:5](=[O:12])[NH:4][N:3]=1.O[CH2:14][C:15]([C:17]1[CH:21]=[C:20]([CH3:22])[O:19][N:18]=1)=O.FC(F)(F)C(O)=O, predict the reaction product. The product is: [CH3:22][C:20]1[O:19][N:18]=[C:17]([C:15]2[N:3]3[NH:4][C:5](=[O:12])[C:6]4[C:11]([C:2]3=[N:1][CH:14]=2)=[CH:10][CH:9]=[CH:8][CH:7]=4)[CH:21]=1. (3) Given the reactants ClC1C=CC(C2NC(C3C=CC(OC)=CC=3OCC)=NC2CC)=CC=1.[Cl:26][C:27]1[CH:32]=[CH:31][C:30]([CH:33]2[N:37]([C:38]([N:40]3[CH2:45][CH2:44][N:43]([CH3:46])[CH2:42][CH2:41]3)=[O:39])[C:36]([C:47]3[CH:52]=[CH:51][C:50]([O:53][CH3:54])=[CH:49][C:48]=3[O:55][CH2:56][CH3:57])=[N:35][CH:34]2[CH2:58][CH:59]2CCCC2)=[CH:29][CH:28]=1, predict the reaction product. The product is: [Cl:26][C:27]1[CH:32]=[CH:31][C:30]([CH:33]2[N:37]([C:38]([N:40]3[CH2:45][CH2:44][N:43]([CH3:46])[CH2:42][CH2:41]3)=[O:39])[C:36]([C:47]3[CH:52]=[CH:51][C:50]([O:53][CH3:54])=[CH:49][C:48]=3[O:55][CH2:56][CH3:57])=[N:35][CH:34]2[CH2:58][CH3:59])=[CH:29][CH:28]=1.